Dataset: Catalyst prediction with 721,799 reactions and 888 catalyst types from USPTO. Task: Predict which catalyst facilitates the given reaction. (1) Reactant: [NH:1]1[C:9]2[C:4](=[CH:5][C:6]([CH:10]=O)=[CH:7][CH:8]=2)[CH:3]=[N:2]1.[NH2:12]/[C:13](/[CH3:17])=[CH:14]\[C:15]#[N:16].C([O-])(O)=O.[Na+]. Product: [NH:1]1[C:9]2[C:4](=[CH:5][C:6]([CH:10]3[C:14]([C:15]#[N:16])=[C:13]([CH3:17])[NH:12][C:7]([CH3:6])=[C:8]3[C:9]#[N:1])=[CH:7][CH:8]=2)[CH:3]=[N:2]1. The catalyst class is: 52. (2) Reactant: C(O[CH:4]=[C:5]1[C:16]2[C:8](=[CH:9][CH:10]=[C:11]3[C:15]=2[S:14][CH:13]=[N:12]3)[NH:7][C:6]1=[O:17])C.[CH:18]1[CH:19]=[CH:20][N:21]=[C:22]([NH:24][S:25]([C:28]2[CH:29]=[CH:30][C:31]([NH2:34])=[CH:32][CH:33]=2)(=[O:27])=[O:26])[CH:23]=1.C(O)C. Product: [O:17]=[C:6]1[C:5](=[CH:4][NH:34][C:31]2[CH:30]=[CH:29][C:28]([S:25]([NH:24][C:22]3[CH:23]=[CH:18][CH:19]=[CH:20][N:21]=3)(=[O:27])=[O:26])=[CH:33][CH:32]=2)[C:16]2[C:8](=[CH:9][CH:10]=[C:11]3[C:15]=2[S:14][CH:13]=[N:12]3)[NH:7]1. The catalyst class is: 6. (3) Reactant: [O:1]=[C:2]([N:26]1[C:39]2[CH:38]=[CH:37][CH:36]=[CH:35][C:34]=2[S:33][C:32]2[C:27]1=[CH:28][CH:29]=[CH:30][CH:31]=2)[CH:3]([S:6][C:7]1[N:8]=[N:9][C:10]2[C:18]3[CH:17]=[CH:16][CH:15]=[CH:14][C:13]=3[N:12]([CH2:19][C:20]([O:22]CC)=[O:21])[C:11]=2[N:25]=1)[CH2:4][CH3:5].[OH-].[Na+]. Product: [O:1]=[C:2]([N:26]1[C:27]2[CH:28]=[CH:29][CH:30]=[CH:31][C:32]=2[S:33][C:34]2[C:39]1=[CH:38][CH:37]=[CH:36][CH:35]=2)[CH:3]([S:6][C:7]1[N:8]=[N:9][C:10]2[C:18]3[CH:17]=[CH:16][CH:15]=[CH:14][C:13]=3[N:12]([CH2:19][C:20]([OH:22])=[O:21])[C:11]=2[N:25]=1)[CH2:4][CH3:5]. The catalyst class is: 12. (4) Reactant: [H-].[Na+].C(OP([CH:11]([CH3:17])[C:12]([O:14][CH2:15][CH3:16])=[O:13])(OCC)=O)C.[Br:18][C:19]1[CH:20]=[CH:21][C:22]([N:27]2[CH2:32][CH2:31][CH2:30][CH2:29][CH2:28]2)=[C:23]([CH:26]=1)[CH:24]=O.O. Product: [Br:18][C:19]1[CH:20]=[CH:21][C:22]([N:27]2[CH2:32][CH2:31][CH2:30][CH2:29][CH2:28]2)=[C:23](/[CH:24]=[C:11](\[CH3:17])/[C:12]([O:14][CH2:15][CH3:16])=[O:13])[CH:26]=1. The catalyst class is: 11. (5) Reactant: [Cl:1][C:2]1[CH:7]=[CH:6][C:5]([CH:8](O)[C:9]2[CH:14]=[CH:13][C:12]([C:15]3[NH:19][C:18]4[CH:20]=[CH:21][C:22]([C:24]([NH2:26])=[O:25])=[CH:23][C:17]=4[N:16]=3)=[CH:11][CH:10]=2)=[CH:4][CH:3]=1.S(Cl)(Cl)=O.[NH:32]1[CH2:37][CH2:36][NH:35][CH2:34][CH2:33]1. Product: [Cl:1][C:2]1[CH:7]=[CH:6][C:5]([CH:8]([N:32]2[CH2:37][CH2:36][NH:35][CH2:34][CH2:33]2)[C:9]2[CH:14]=[CH:13][C:12]([C:15]3[NH:19][C:18]4[CH:20]=[CH:21][C:22]([C:24]([NH2:26])=[O:25])=[CH:23][C:17]=4[N:16]=3)=[CH:11][CH:10]=2)=[CH:4][CH:3]=1. The catalyst class is: 2. (6) The catalyst class is: 442. Product: [CH3:1][C:2]1([CH3:28])[O:3][CH2:4][CH:5]([CH2:8][O:9][C:10]2[CH:15]=[CH:14][N:13]=[C:12]([CH2:16][S:17]([C:18]3[NH:19][C:20]4[CH:26]=[CH:25][CH:24]=[CH:23][C:21]=4[N:22]=3)=[O:37])[C:11]=2[CH3:27])[CH2:6][O:7]1. Reactant: [CH3:1][C:2]1([CH3:28])[O:7][CH2:6][CH:5]([CH2:8][O:9][C:10]2[CH:15]=[CH:14][N:13]=[C:12]([CH2:16][S:17][C:18]3[NH:22][C:21]4[CH:23]=[CH:24][CH:25]=[CH:26][C:20]=4[N:19]=3)[C:11]=2[CH3:27])[CH2:4][O:3]1.ClC1C=CC=C(C(OO)=[O:37])C=1.C(=O)([O-])O.[Na+]. (7) Reactant: [CH3:1][N:2]1[C:6]([NH:7][C:8]([C:10]2[CH:15]=[CH:14][CH:13]=[CH:12][C:11]=2[S:16]C(=O)C2C=CC=CC=2)=[O:9])=[CH:5][C:4]([CH3:25])=[N:3]1.[OH-].[Na+].C([O-])(O)=O.[Na+]. Product: [CH3:1][N:2]1[C:6]([NH:7][C:8](=[O:9])[C:10]2[CH:15]=[CH:14][CH:13]=[CH:12][C:11]=2[SH:16])=[CH:5][C:4]([CH3:25])=[N:3]1. The catalyst class is: 36. (8) Reactant: CN(C)[CH:3]=[O:4].S(Cl)(Cl)=O.[Br:10][C:11]1[CH:16]=[CH:15][CH:14]=[CH:13][C:12]=1[CH2:17][C:18](O)=[O:19].CO. Product: [Br:10][C:11]1[CH:16]=[CH:15][CH:14]=[CH:13][C:12]=1[CH2:17][C:18]([O:4][CH3:3])=[O:19]. The catalyst class is: 4.